From a dataset of Full USPTO retrosynthesis dataset with 1.9M reactions from patents (1976-2016). Predict the reactants needed to synthesize the given product. (1) Given the product [N:1]1([C:5]([C:7]2[CH:12]=[CH:11][C:10]([O:13][C:14]3[CH:15]=[C:16]([CH:26]=[C:27]([O:29][C@H:41]4[CH2:45][CH2:44][O:43][CH2:42]4)[CH:28]=3)[C:17]([NH:19][C:20]3[CH:24]=[CH:23][N:22]([CH3:25])[N:21]=3)=[O:18])=[CH:9][CH:8]=2)=[O:6])[CH2:4][CH2:3][CH2:2]1, predict the reactants needed to synthesize it. The reactants are: [N:1]1([C:5]([C:7]2[CH:12]=[CH:11][C:10]([O:13][C:14]3[CH:15]=[C:16]([CH:26]=[C:27]([OH:29])[CH:28]=3)[C:17]([NH:19][C:20]3[CH:24]=[CH:23][N:22]([CH3:25])[N:21]=3)=[O:18])=[CH:9][CH:8]=2)=[O:6])[CH2:4][CH2:3][CH2:2]1.CC1C=CC(S(O[C@@H:41]2[CH2:45][CH2:44][O:43][CH2:42]2)(=O)=O)=CC=1.C(=O)([O-])[O-].[K+].[K+]. (2) Given the product [NH2:25][C:14]1[N:13]=[C:12]([N:8]2[CH2:7][CH2:6][C:5]3[C:10](=[CH:11][C:2]([N:36]4[CH2:35][CH2:34][N:33]([C:26]([O:28][C:29]([CH3:32])([CH3:31])[CH3:30])=[O:27])[CH2:38][CH2:37]4)=[CH:3][CH:4]=3)[CH2:9]2)[CH:17]=[C:16]([N:18]2[CH2:23][CH2:22][N:21]([CH3:24])[CH2:20][CH2:19]2)[N:15]=1, predict the reactants needed to synthesize it. The reactants are: Br[C:2]1[CH:11]=[C:10]2[C:5]([CH2:6][CH2:7][N:8]([C:12]3[CH:17]=[C:16]([N:18]4[CH2:23][CH2:22][N:21]([CH3:24])[CH2:20][CH2:19]4)[N:15]=[C:14]([NH2:25])[N:13]=3)[CH2:9]2)=[CH:4][CH:3]=1.[C:26]([N:33]1[CH2:38][CH2:37][NH:36][CH2:35][CH2:34]1)([O:28][C:29]([CH3:32])([CH3:31])[CH3:30])=[O:27]. (3) Given the product [O:13]=[C:9]1[C:10]2[C:5](=[CH:4][C:3]([CH:1]=[CH2:2])=[CH:12][CH:11]=2)[CH:6]=[N:7][N:8]1[CH2:21][C:22]([O:24][CH2:25][CH3:26])=[O:23], predict the reactants needed to synthesize it. The reactants are: [CH:1]([C:3]1[CH:4]=[C:5]2[C:10](=[CH:11][CH:12]=1)[C:9](=[O:13])[NH:8][N:7]=[CH:6]2)=[CH2:2].C([O-])([O-])=O.[Cs+].[Cs+].Br[CH2:21][C:22]([O:24][CH2:25][CH3:26])=[O:23]. (4) The reactants are: [Cl:1][C:2]1[CH:10]=[C:9]2[C:5]([CH2:6][C:7](=[O:11])[NH:8]2)=[CH:4][CH:3]=1.[Cl:12][C:13]1[CH:20]=[CH:19][C:18]([C:21]([F:24])([F:23])[F:22])=[CH:17][C:14]=1[CH:15]=O. Given the product [Cl:1][C:2]1[CH:10]=[C:9]2[C:5]([C:6](=[CH:15][C:14]3[CH:17]=[C:18]([C:21]([F:22])([F:24])[F:23])[CH:19]=[CH:20][C:13]=3[Cl:12])[C:7](=[O:11])[NH:8]2)=[CH:4][CH:3]=1, predict the reactants needed to synthesize it. (5) Given the product [N+:1]([C:4]1[CH:9]=[CH:8][C:7]([O:10][C:11](=[O:12])[NH:14][CH2:15][CH:16]2[CH2:17][CH2:18][C:19]([N:28]([CH3:30])[CH3:29])([C:22]3[CH:23]=[CH:24][CH:25]=[CH:26][CH:27]=3)[CH2:20][CH2:21]2)=[CH:6][CH:5]=1)([O-:3])=[O:2], predict the reactants needed to synthesize it. The reactants are: [N+:1]([C:4]1[CH:9]=[CH:8][C:7]([O:10][C:11](Cl)=[O:12])=[CH:6][CH:5]=1)([O-:3])=[O:2].[NH2:14][CH2:15][CH:16]1[CH2:21][CH2:20][C:19]([N:28]([CH3:30])[CH3:29])([C:22]2[CH:27]=[CH:26][CH:25]=[CH:24][CH:23]=2)[CH2:18][CH2:17]1.N1C=CC=CC=1. (6) Given the product [Br:13][CH:14]([CH3:18])[C:15]([C:8]1[CH:9]=[CH:10][C:5]([O:11][CH3:12])=[CH:6][CH:7]=1)=[O:16], predict the reactants needed to synthesize it. The reactants are: [Al+3].[Cl-].[Cl-].[Cl-].[C:5]1([O:11][CH3:12])[CH:10]=[CH:9][CH:8]=[CH:7][CH:6]=1.[Br:13][CH:14]([CH3:18])[C:15](Cl)=[O:16]. (7) Given the product [CH3:1][O:2][C:3]([C@@H:5]1[CH2:9][C@H:8]([O:10][CH2:25][C:24]2[CH:27]=[CH:28][C:21]([Cl:20])=[CH:22][CH:23]=2)[CH2:7][N:6]1[C:11]([O:13][C:14]([CH3:17])([CH3:16])[CH3:15])=[O:12])=[O:4], predict the reactants needed to synthesize it. The reactants are: [CH3:1][O:2][C:3]([C@@H:5]1[CH2:9][C@H:8]([OH:10])[CH2:7][N:6]1[C:11]([O:13][C:14]([CH3:17])([CH3:16])[CH3:15])=[O:12])=[O:4].[H-].[Na+].[Cl:20][C:21]1[CH:28]=[CH:27][C:24]([CH2:25]Br)=[CH:23][CH:22]=1.C(OCC)(=O)C. (8) Given the product [CH:21]1([CH2:2][C:3](=[CH2:24])[CH2:4][CH2:5][OH:1])[CH2:22][CH2:23]1, predict the reactants needed to synthesize it. The reactants are: [O:1]1[CH2:5][CH2:4][CH2:3][CH2:2]1.[F-].C([N+](C[CH2:21][CH2:22][CH3:23])(CCCC)CCCC)CCC.[CH2:24](OCC)C. (9) The reactants are: [NH2:1][C:2]1[CH:3]=[CH:4][C:5]([O:12][CH:13]([C:24]2[CH:29]=[CH:28][C:27]([C:30]([F:33])([F:32])[F:31])=[CH:26][CH:25]=2)[C:14]2[CH:19]=[CH:18][C:17]([C:20]([F:23])([F:22])[F:21])=[CH:16][CH:15]=2)=[C:6]([CH:11]=1)[C:7]([O:9][CH3:10])=[O:8].[CH3:34][O:35][C:36]1[CH:37]=[C:38]([N:44]=[C:45]=[O:46])[CH:39]=[CH:40][C:41]=1[O:42][CH3:43]. Given the product [F:33][C:30]([F:31])([F:32])[C:27]1[CH:28]=[CH:29][C:24]([CH:13]([C:14]2[CH:15]=[CH:16][C:17]([C:20]([F:21])([F:22])[F:23])=[CH:18][CH:19]=2)[O:12][C:5]2[CH:4]=[CH:3][C:2]([NH:1][C:45]([NH:44][C:38]3[CH:39]=[CH:40][C:41]([O:42][CH3:43])=[C:36]([O:35][CH3:34])[CH:37]=3)=[O:46])=[CH:11][C:6]=2[C:7]([O:9][CH3:10])=[O:8])=[CH:25][CH:26]=1, predict the reactants needed to synthesize it.